This data is from Reaction yield outcomes from USPTO patents with 853,638 reactions. The task is: Predict the reaction yield, written as a fraction of the theoretical maximum amount of product (1.0 means a 100% yield; for example, 0.34 means a 34% yield). (1) The reactants are [C:1]([C:3]1[CH:8]=[CH:7][C:6]([F:9])=[C:5]([F:10])[CH:4]=1)#[CH:2].Cl[C:12]([O:14]C)=[O:13].C1(C)C=CC(C#CC(O)=O)=CC=1. No catalyst specified. The product is [F:10][C:5]1[CH:4]=[C:3]([C:1]#[C:2][C:12]([OH:14])=[O:13])[CH:8]=[CH:7][C:6]=1[F:9]. The yield is 0.221. (2) The reactants are B([C:4]1[CH:12]=[CH:11][CH:10]=[CH:9][C:5]=1[C:6]([OH:8])=[O:7])(O)O.[CH2:13]([N:20]([CH2:39][CH2:40][C:41]([F:44])([F:43])[F:42])[C:21]1[CH:26]=[CH:25][C:24](Br)=[CH:23][C:22]=1[NH:28][C:29]([NH:31][C:32]1[CH:37]=[CH:36][C:35]([CH3:38])=[CH:34][CH:33]=1)=[O:30])[C:14]1[CH:19]=[CH:18][CH:17]=[CH:16][CH:15]=1.C(=O)([O-])[O-].[K+].[K+].CC(O)=O. The catalyst is CN(C=O)C.C1C=CC([P]([Pd]([P](C2C=CC=CC=2)(C2C=CC=CC=2)C2C=CC=CC=2)([P](C2C=CC=CC=2)(C2C=CC=CC=2)C2C=CC=CC=2)[P](C2C=CC=CC=2)(C2C=CC=CC=2)C2C=CC=CC=2)(C2C=CC=CC=2)C2C=CC=CC=2)=CC=1. The product is [CH2:13]([N:20]([CH2:39][CH2:40][C:41]([F:42])([F:44])[F:43])[C:21]1[CH:26]=[CH:25][C:24]([C:4]2[C:5]([C:6]([OH:8])=[O:7])=[CH:9][CH:10]=[CH:11][CH:12]=2)=[CH:23][C:22]=1[NH:28][C:29]([NH:31][C:32]1[CH:33]=[CH:34][C:35]([CH3:38])=[CH:36][CH:37]=1)=[O:30])[C:14]1[CH:15]=[CH:16][CH:17]=[CH:18][CH:19]=1. The yield is 0.527. (3) The reactants are [CH2:1]([O:8][C:9](=[O:27])[NH:10][C@H:11]([C:15](=[O:26])[NH:16][CH2:17][CH2:18][CH:19]([O:23][CH2:24][CH3:25])[O:20][CH2:21][CH3:22])[C@@H:12]([OH:14])[CH3:13])[C:2]1[CH:7]=[CH:6][CH:5]=[CH:4][CH:3]=1.[C:28](O)(=[O:42])[CH2:29][CH2:30][CH2:31][CH2:32][CH2:33][CH2:34][CH2:35][CH2:36][CH2:37][CH2:38][CH2:39][CH2:40][CH3:41].C1(N=C=NC2CCCCC2)CCCCC1.CN(C1C=CC=CN=1)C. The catalyst is C(Cl)Cl. The product is [C:28]([O:14][C@@H:12]([CH3:13])[C@H:11]([NH:10][C:9]([O:8][CH2:1][C:2]1[CH:7]=[CH:6][CH:5]=[CH:4][CH:3]=1)=[O:27])[C:15]([NH:16][CH2:17][CH2:18][CH:19]([O:20][CH2:21][CH3:22])[O:23][CH2:24][CH3:25])=[O:26])(=[O:42])[CH2:29][CH2:30][CH2:31][CH2:32][CH2:33][CH2:34][CH2:35][CH2:36][CH2:37][CH2:38][CH2:39][CH2:40][CH3:41]. The yield is 0.830. (4) The reactants are [CH3:1][C:2]1[CH:7]=[CH:6][CH:5]=[CH:4][C:3]=1[C:8](=[CH:13][O:14][CH3:15])[C:9]([O:11][CH3:12])=[O:10].N(C(C)(CC(OC)(C)C)C#N)=NC(C)(CC(C)(OC)C)C#N.[Br:38]Br. The catalyst is ClC1C=CC=CC=1. The product is [Br:38][CH2:1][C:2]1[CH:7]=[CH:6][CH:5]=[CH:4][C:3]=1[C:8](=[CH:13][O:14][CH3:15])[C:9]([O:11][CH3:12])=[O:10]. The yield is 0.0340. (5) The reactants are [CH3:1][N:2]([S:15]([C:18]1[S:19][CH:20]=[CH:21][N:22]=1)(=[O:17])=[O:16])[C:3]1[CH:4]=[CH:5][CH:6]=[C:7]2[C:11]=1[NH:10][C:9]([C:12](O)=[O:13])=[CH:8]2.[N:23]1(O)C2C=CC=CC=2N=N1.Cl.CN(C)CCCN=C=NCC.N. The catalyst is C(OCC)(=O)C.O.CN(C)C=O. The product is [CH3:1][N:2]([S:15]([C:18]1[S:19][CH:20]=[CH:21][N:22]=1)(=[O:17])=[O:16])[C:3]1[CH:4]=[CH:5][CH:6]=[C:7]2[C:11]=1[NH:10][C:9]([C:12]([NH2:23])=[O:13])=[CH:8]2. The yield is 0.790. (6) The reactants are Br[C:2]1[CH:8]=[C:7]([N+:9]([O-:11])=[O:10])[CH:6]=[CH:5][C:3]=1[NH2:4].[C:12]([C:14]1[CH:19]=[CH:18][CH:17]=[CH:16][CH:15]=1)#[CH:13]. The catalyst is C(N(CC)CC)C.[Cu]I.Cl[Pd](Cl)([P](C1C=CC=CC=1)(C1C=CC=CC=1)C1C=CC=CC=1)[P](C1C=CC=CC=1)(C1C=CC=CC=1)C1C=CC=CC=1. The product is [N+:9]([C:7]1[CH:6]=[CH:5][C:3]([NH2:4])=[C:2]([C:13]#[C:12][C:14]2[CH:19]=[CH:18][CH:17]=[CH:16][CH:15]=2)[CH:8]=1)([O-:11])=[O:10]. The yield is 0.140. (7) The reactants are [Br:1][C:2]1[C:6]([C:7](Cl)=[O:8])=[CH:5][N:4]([CH2:10][C:11]2[CH:16]=[CH:15][C:14]([O:17][CH3:18])=[CH:13][CH:12]=2)[N:3]=1.[Si](C=[N+]=[N-])(C)(C)[CH3:20].[BrH:26].CC(O)=O. The catalyst is C(#N)C. The product is [Br:26][CH2:20][C:7]([C:6]1[C:2]([Br:1])=[N:3][N:4]([CH2:10][C:11]2[CH:16]=[CH:15][C:14]([O:17][CH3:18])=[CH:13][CH:12]=2)[CH:5]=1)=[O:8]. The yield is 0.930.